The task is: Predict the reaction yield, written as a fraction of the theoretical maximum amount of product (1.0 means a 100% yield; for example, 0.34 means a 34% yield).. This data is from Reaction yield outcomes from USPTO patents with 853,638 reactions. (1) The yield is 0.781. The catalyst is CN(C=O)C. The product is [CH3:18][O:17][N:16]([CH3:15])[C:11]([C:7]1[CH:6]=[C:5]2[C:10](=[CH:9][CH:8]=1)[N:1]=[CH:2][CH:3]=[CH:4]2)=[O:13]. The reactants are [N:1]1[C:10]2[C:5](=[CH:6][C:7]([C:11]([OH:13])=O)=[CH:8][CH:9]=2)[CH:4]=[CH:3][CH:2]=1.Cl.[CH3:15][NH:16][O:17][CH3:18].CN(C(ON1N=NC2C=CC=NC1=2)=[N+](C)C)C.F[P-](F)(F)(F)(F)F.CCN(C(C)C)C(C)C. (2) No catalyst specified. The product is [NH2:29][C:30]1[S:34][C:33]([C:35]2[C:40]([F:41])=[CH:39][CH:38]=[CH:37][C:36]=2[F:42])=[N:32][C:31]=1[C:43]([NH:21][C:5]1[CH:4]=[N:3][N:2]([CH3:1])[C:6]=1[N:7]1[CH2:12][CH2:11][CH2:10][C@H:9]([NH2:13])[CH2:8]1)=[O:44]. The reactants are [CH3:1][N:2]1[C:6]([N:7]2[CH2:12][CH2:11][CH2:10][C@H:9]([NH:13]C(=O)OC(C)(C)C)[CH2:8]2)=[C:5]([NH2:21])[CH:4]=[N:3]1.C(OC([NH:29][C:30]1[S:34][C:33]([C:35]2[C:40]([F:41])=[CH:39][CH:38]=[CH:37][C:36]=2[F:42])=[N:32][C:31]=1[C:43](O)=[O:44])=O)(C)(C)C.CN(C(ON1N=NC2C=CC=NC1=2)=[N+](C)C)C.F[P-](F)(F)(F)(F)F. The yield is 0.110. (3) The reactants are C(OC[O:5][C:6]1[CH:11]=[CH:10][C:9]([O:12][CH3:13])=[C:8]([O:14]COCC)[C:7]=1[CH3:19])C.Cl.O. The catalyst is CO. The product is [CH3:13][O:12][C:9]1[CH:10]=[CH:11][C:6]([OH:5])=[C:7]([CH3:19])[C:8]=1[OH:14]. The yield is 0.980. (4) The product is [F:1][C:2]1[CH:7]=[CH:6][C:5]([F:8])=[CH:4][C:3]=1[C@H:9]1[CH2:13][CH2:12][CH2:11][N:10]1[C:14]1[CH:15]=[CH:16][C:17]2[N:18]([C:20]([NH:23][C:24]([N:31]3[CH2:35][CH2:34][O:39][CH2:38][CH2:32]3)=[O:25])=[CH:21][N:22]=2)[N:19]=1. The catalyst is C(Cl)Cl. The yield is 0.770. The reactants are [F:1][C:2]1[CH:7]=[CH:6][C:5]([F:8])=[CH:4][C:3]=1[C@H:9]1[CH2:13][CH2:12][CH2:11][N:10]1[C:14]1[CH:15]=[CH:16][C:17]2[N:18]([C:20]([NH2:23])=[CH:21][N:22]=2)[N:19]=1.[C:24]([N:31]1[CH:35]=[CH:34]N=[CH:32]1)(N1C=CN=C1)=[O:25].N1CC[O:39][CH2:38]C1. (5) The catalyst is C1(C)C=CC=CC=1. The reactants are Cl.[NH2:2][C:3]1[CH:4]=[CH:5][C:6]([CH3:21])=[C:7]([NH:9][C:10]([C:12]2[S:20][C:15]3=[N:16][CH:17]=[CH:18][N:19]=[C:14]3[CH:13]=2)=[O:11])[CH:8]=1.C[Al](C)C.[S:26]1[CH:30]=[CH:29][C:28]([C:31]2[CH:32]=[C:33]([CH:38]=[CH:39][CH:40]=2)[C:34](OC)=[O:35])=[CH:27]1. The yield is 0.0500. The product is [CH3:21][C:6]1[CH:5]=[CH:4][C:3]([NH:2][C:34](=[O:35])[C:33]2[CH:38]=[CH:39][CH:40]=[C:31]([C:28]3[CH:29]=[CH:30][S:26][CH:27]=3)[CH:32]=2)=[CH:8][C:7]=1[NH:9][C:10]([C:12]1[S:20][C:15]2=[N:16][CH:17]=[CH:18][N:19]=[C:14]2[CH:13]=1)=[O:11]. (6) The reactants are O1C=C[CH:3]=[C:2]1C1N=C(NC(C2C=NC(C=C)=CC=2)=O)SC=1C(C1CCOCC1)=O.Cl[C:31]1[CH:40]=[CH:39][C:34]([C:35]([O:37][CH3:38])=[O:36])=[CH:33][N:32]=1.C([Sn](CCCC)(CCCC)CCCC)=C.[Cl-].[Li+].[F-].[K+]. The catalyst is CN(C=O)C.CC1C=CC=CC=1[P](C1C=CC=CC=1C)([Pd](Cl)(Cl)[P](C1=C(C)C=CC=C1)(C1C=CC=CC=1C)C1C=CC=CC=1C)C1C=CC=CC=1C. The product is [CH:2]([C:31]1[CH:40]=[CH:39][C:34]([C:35]([O:37][CH3:38])=[O:36])=[CH:33][N:32]=1)=[CH2:3]. The yield is 0.850. (7) The reactants are CC1(C)C(C)(C)[O:5][B:4]([CH:9]=[CH:10][CH:11]([OH:17])[CH2:12][CH2:13][CH2:14][CH2:15][CH3:16])[O:3]1. The catalyst is CC(C)=O.O. The product is [OH:17][CH:11]([CH2:12][CH2:13][CH2:14][CH2:15][CH3:16])/[CH:10]=[CH:9]/[B:4]([OH:5])[OH:3]. The yield is 0.560. (8) The reactants are [OH-:1].[Na+].O[NH2:4].C[O:6][C:7]([C:9]1[CH:17]=[C:16]2[C:12]([CH:13]=[CH:14][N:15]2[CH2:18][C:19]2[CH:24]=[CH:23][C:22]([O:25][CH3:26])=[CH:21][CH:20]=2)=[CH:11][CH:10]=1)=O. The catalyst is C1COCC1.CO.O. The product is [OH:1][NH:4][C:7]([C:9]1[CH:17]=[C:16]2[C:12]([CH:13]=[CH:14][N:15]2[CH2:18][C:19]2[CH:24]=[CH:23][C:22]([O:25][CH3:26])=[CH:21][CH:20]=2)=[CH:11][CH:10]=1)=[O:6]. The yield is 0.840. (9) The yield is 0.710. No catalyst specified. The product is [CH:1]1([C@H:21]2[C@H:20]([CH3:34])[C@@H:19]([NH:22][C:23](=[O:32])[O:24][CH2:25][C:26]3[CH:27]=[CH:28][CH:29]=[CH:30][CH:31]=3)[C:14]3[C:15](=[CH:17][CH:18]=[C:12]([O:11][CH:8]4[CH2:9][CH2:10][O:6][CH2:7]4)[CH:13]=3)[NH:16]2)[CH2:4][CH2:2]1. The reactants are [CH:1]1([CH:4]=O)C[CH2:2]1.[O:6]1[CH2:10][CH2:9][CH:8]([O:11][C:12]2[CH:18]=[CH:17][C:15]([NH2:16])=[CH:14][CH:13]=2)[CH2:7]1.[CH:19](/[NH:22][C:23](=[O:32])[O:24][CH2:25][C:26]1[CH:31]=[CH:30][CH:29]=[CH:28][CH:27]=1)=[CH:20]\[CH3:21].Cl[CH2:34]Cl. (10) The reactants are C([Li])(C)(C)C.Br[C:7]1[CH:12]=[CH:11][N:10]=[C:9]([CH:13]2[CH2:15][CH2:14]2)[CH:8]=1.[Br:16][C:17]1[CH:22]=[C:21]([C:23]([C:31]2[CH:36]=[CH:35][CH:34]=[C:33]([F:37])[C:32]=2[C:38]#[N:39])=[N:24]S(C(C)(C)C)=O)[CH:20]=[CH:19][N:18]=1.Cl. The catalyst is C1COCC1.CO. The product is [Br:16][C:17]1[CH:22]=[C:21]([C:23]2([C:7]3[CH:12]=[CH:11][N:10]=[C:9]([CH:13]4[CH2:15][CH2:14]4)[CH:8]=3)[C:31]3[C:32](=[C:33]([F:37])[CH:34]=[CH:35][CH:36]=3)[C:38]([NH2:39])=[N:24]2)[CH:20]=[CH:19][N:18]=1. The yield is 0.450.